Dataset: Full USPTO retrosynthesis dataset with 1.9M reactions from patents (1976-2016). Task: Predict the reactants needed to synthesize the given product. (1) Given the product [Cl:39][C:33]1[CH:34]=[CH:35][CH:36]=[C:37]([F:38])[C:32]=1[C:9]1[C:8]([C:6]2[O:7][C:1]([CH3:2])=[N:4][N:5]=2)=[C:12]([C:13]2[CH:14]=[N:15][N:16]([C:22]3[CH:23]=[C:24]([NH:28][C:29](=[O:31])[CH3:30])[CH:25]=[CH:26][CH:27]=3)[C:17]=2[C:18]([F:20])([F:19])[F:21])[O:11][N:10]=1, predict the reactants needed to synthesize it. The reactants are: [C:1]([NH:4][NH:5][C:6]([C:8]1[C:9]([C:32]2[C:37]([F:38])=[CH:36][CH:35]=[CH:34][C:33]=2[Cl:39])=[N:10][O:11][C:12]=1[C:13]1[CH:14]=[N:15][N:16]([C:22]2[CH:23]=[C:24]([NH:28][C:29](=[O:31])[CH3:30])[CH:25]=[CH:26][CH:27]=2)[C:17]=1[C:18]([F:21])([F:20])[F:19])=[O:7])(=O)[CH3:2].C(OC(=O)C)(=O)C. (2) The reactants are: [F:1][C:2]([F:27])([F:26])[C:3]1[CH:4]=[C:5]([NH:9][C:10](=[O:25])[CH2:11][C:12]([NH:14][C:15]2[CH:20]=[CH:19][CH:18]=[C:17]([C:21]([F:24])([F:23])[F:22])[CH:16]=2)=[O:13])[CH:6]=[CH:7][CH:8]=1.[Cl:28][C:29]1[CH:36]=[C:35]([N:37]([CH3:39])[CH3:38])[CH:34]=[CH:33][C:30]=1[CH:31]=O. Given the product [F:1][C:2]([F:26])([F:27])[C:3]1[CH:4]=[C:5]([NH:9][C:10](=[O:25])[C:11](=[CH:31][C:30]2[CH:33]=[CH:34][C:35]([N:37]([CH3:39])[CH3:38])=[CH:36][C:29]=2[Cl:28])[C:12]([NH:14][C:15]2[CH:20]=[CH:19][CH:18]=[C:17]([C:21]([F:24])([F:23])[F:22])[CH:16]=2)=[O:13])[CH:6]=[CH:7][CH:8]=1, predict the reactants needed to synthesize it. (3) Given the product [Cl:3][C:4]1[CH:9]=[CH:8][CH:7]=[CH:6][C:5]=1[C:10]1([CH3:23])[C:18]2[C:13](=[CH:14][CH:15]=[C:16]([O:19][CH2:20][CH3:21])[CH:17]=2)[N:12]([S:25]([C:28]2[CH:29]=[CH:30][C:31]([C:32]([OH:34])=[O:33])=[CH:35][CH:36]=2)(=[O:27])=[O:26])[C:11]1=[O:22], predict the reactants needed to synthesize it. The reactants are: [H-].[Na+].[Cl:3][C:4]1[CH:9]=[CH:8][CH:7]=[CH:6][C:5]=1[C:10]1([CH3:23])[C:18]2[C:13](=[CH:14][CH:15]=[C:16]([O:19][CH2:20][CH3:21])[CH:17]=2)[NH:12][C:11]1=[O:22].Cl[S:25]([C:28]1[CH:36]=[CH:35][C:31]([C:32]([OH:34])=[O:33])=[CH:30][CH:29]=1)(=[O:27])=[O:26].O. (4) Given the product [CH2:1]([O:8][C:9]1[CH:17]=[C:16]2[C:12]([C:13]([C:22]3[CH2:23][CH2:24][NH:19][CH2:20][CH:21]=3)=[CH:14][NH:15]2)=[CH:11][CH:10]=1)[C:2]1[CH:3]=[CH:4][CH:5]=[CH:6][CH:7]=1, predict the reactants needed to synthesize it. The reactants are: [CH2:1]([O:8][C:9]1[CH:17]=[C:16]2[C:12]([CH:13]=[CH:14][NH:15]2)=[CH:11][CH:10]=1)[C:2]1[CH:7]=[CH:6][CH:5]=[CH:4][CH:3]=1.Cl.[NH:19]1[CH2:24][CH2:23][C:22](O)(O)[CH2:21][CH2:20]1.[OH-].[K+].CO. (5) Given the product [CH3:12][O:13][C:14](=[O:24])[C:15]1[CH:20]=[CH:19][C:18]([O:21][CH3:22])=[C:17]([NH:23][C:30](=[N:31][Cl:40])[C:29]2[CH:32]=[CH:33][C:26]([Cl:25])=[CH:27][CH:28]=2)[CH:16]=1, predict the reactants needed to synthesize it. The reactants are: C1(C)C=CC(S(O)(=O)=O)=CC=1.[CH3:12][O:13][C:14](=[O:24])[C:15]1[CH:20]=[CH:19][C:18]([O:21][CH3:22])=[C:17]([NH2:23])[CH:16]=1.[Cl:25][C:26]1[CH:33]=[CH:32][C:29]([C:30]#[N:31])=[CH:28][CH:27]=1.C([O-])(O)=O.[Na+].[O-][Cl:40].[Na+]. (6) Given the product [C:26]([O:25][C:23]([N:18]1[CH2:19][CH2:20][N:21]([C:2]2[C:7]([F:8])=[CH:6][C:5]([C@H:9]3[CH2:13][O:12][C:11]([CH3:15])([CH3:14])[O:10]3)=[CH:4][N:3]=2)[CH2:22][C@@H:17]1[CH3:16])=[O:24])([CH3:29])([CH3:27])[CH3:28], predict the reactants needed to synthesize it. The reactants are: Cl[C:2]1[C:7]([F:8])=[CH:6][C:5]([C@H:9]2[CH2:13][O:12][C:11]([CH3:15])([CH3:14])[O:10]2)=[CH:4][N:3]=1.[CH3:16][C@H:17]1[CH2:22][NH:21][CH2:20][CH2:19][N:18]1[C:23]([O:25][C:26]([CH3:29])([CH3:28])[CH3:27])=[O:24].CC(C)([O-])C.[Na+].C1(P(C2CCCCC2)C2C=CC=CC=2C2C(C(C)C)=CC(C(C)C)=CC=2C(C)C)CCCCC1. (7) Given the product [CH3:55][O:37][C:35](=[O:36])[C:34]1[CH:38]=[CH:39][C:31]([N:30]2[C:28](=[O:29])[C@H:9]3[C@H:8]([C:4]4[CH:5]=[CH:6][CH:7]=[C:2]([Cl:1])[C:3]=4[F:45])[C@:12]([C:15]4[CH:20]=[CH:19][C:18]([Cl:21])=[CH:17][C:16]=4[F:22])([C:13]#[N:14])[C@H:11]([CH2:23][C:24]([CH3:27])([CH3:25])[CH3:26])[N:10]3[C@@H:53]2[CH2:52][CH:48]2[CH2:49][CH2:50][CH2:51][CH2:46][CH2:47]2)=[C:32]([O:40][CH3:41])[CH:33]=1, predict the reactants needed to synthesize it. The reactants are: [Cl:1][C:2]1[C:3]([F:45])=[C:4]([C@@H:8]2[C@:12]([C:15]3[CH:20]=[CH:19][C:18]([Cl:21])=[CH:17][C:16]=3[F:22])([C:13]#[N:14])[C@H:11]([CH2:23][C:24]([CH3:27])([CH3:26])[CH3:25])[NH:10][C@H:9]2[C:28]([NH:30][C:31]2[CH:39]=[CH:38][C:34]([C:35]([OH:37])=[O:36])=[CH:33][C:32]=2[O:40][C:41](F)(F)F)=[O:29])[CH:5]=[CH:6][CH:7]=1.[CH2:46]1[CH2:51][CH2:50][CH2:49][CH:48]([CH2:52][CH:53]=O)[CH2:47]1.[CH3:55]C(O)=O. (8) The reactants are: Cl[C:2]1[C:7]([C:8]([O:10][CH2:11][CH3:12])=[O:9])=[C:6]([CH2:13][CH3:14])[N:5]=[C:4]2[N:15]([CH2:18][CH3:19])[N:16]=[CH:17][C:3]=12.C(N(C(C)C)CC)(C)C.[O:29]1[CH2:34][CH2:33][CH:32]([NH2:35])[CH2:31][CH2:30]1.O. Given the product [CH2:18]([N:15]1[C:4]2=[N:5][C:6]([CH2:13][CH3:14])=[C:7]([C:8]([O:10][CH2:11][CH3:12])=[O:9])[C:2]([NH:35][CH:32]3[CH2:33][CH2:34][O:29][CH2:30][CH2:31]3)=[C:3]2[CH:17]=[N:16]1)[CH3:19], predict the reactants needed to synthesize it. (9) The reactants are: [Br:1][C:2]1[CH:3]=[CH:4][C:5]([SH:10])=[C:6]([CH2:8][OH:9])[CH:7]=1.O.[OH-].[K+].Br[C:15](P(=O)(OCC)OCC)([F:17])[F:16]. Given the product [Br:1][C:2]1[CH:3]=[CH:4][C:5]([S:10][CH:15]([F:17])[F:16])=[C:6]([CH2:8][OH:9])[CH:7]=1, predict the reactants needed to synthesize it. (10) Given the product [CH2:6]([O:5][C:3]([C:2]1[C:1](=[O:9])[NH:26][C:25]2[N:24]([CH:27]([CH3:28])[CH3:29])[N:23]=[C:22]([CH3:30])[C:21]=2[C:19]=1[OH:18])=[O:4])[CH3:7], predict the reactants needed to synthesize it. The reactants are: [C:1]([O:9]CC)(=O)[CH2:2][C:3]([O:5][CH2:6][CH3:7])=[O:4].CC[O-].[Na+].C([O:18][C:19]([C:21]1[C:22]([CH3:30])=[N:23][N:24]([CH:27]([CH3:29])[CH3:28])[C:25]=1[NH2:26])=O)C.